This data is from Catalyst prediction with 721,799 reactions and 888 catalyst types from USPTO. The task is: Predict which catalyst facilitates the given reaction. (1) Reactant: [CH3:1][CH:2]([C:4]1[N:8]=[C:7](C(Cl)(Cl)Cl)[O:6][N:5]=1)[CH3:3].[NH:13]1[CH2:18][CH2:17][CH:16]([CH2:19][OH:20])[CH2:15][CH2:14]1. Product: [CH3:1][CH:2]([C:4]1[N:8]=[C:7]([N:13]2[CH2:18][CH2:17][CH:16]([CH2:19][OH:20])[CH2:15][CH2:14]2)[O:6][N:5]=1)[CH3:3]. The catalyst class is: 5. (2) Reactant: [Cl:1][C:2]1[CH:7]=[CH:6][C:5]([C:8]2[CH:13]=[CH:12][N:11]3[C:14](=[O:17])[NH:15][N:16]=[C:10]3[C:9]=2[C:18]2[CH:23]=[CH:22][C:21]([Cl:24])=[CH:20][CH:19]=2)=[CH:4][CH:3]=1.C([O-])([O-])=O.[K+].[K+].Br[CH2:32][CH2:33][CH2:34][CH3:35]. Product: [CH2:32]([N:15]1[C:14](=[O:17])[N:11]2[CH:12]=[CH:13][C:8]([C:5]3[CH:6]=[CH:7][C:2]([Cl:1])=[CH:3][CH:4]=3)=[C:9]([C:18]3[CH:19]=[CH:20][C:21]([Cl:24])=[CH:22][CH:23]=3)[C:10]2=[N:16]1)[CH2:33][CH2:34][CH3:35]. The catalyst class is: 3. (3) Reactant: [Cl:1][C:2]1[CH:7]=[C:6]([C:8]2[CH:13]=[N:12][CH:11]=[C:10]([CH3:14])[N:9]=2)[CH:5]=[CH:4][C:3]=1[C:15]1[C:26](=[O:27])[NH:25][C:18]2[N:19]=[C:20]([S:23][CH3:24])[N:21]=[CH:22][C:17]=2[CH:16]=1.C([O-])([O-])=O.[Cs+].[Cs+].Cl[CH2:35][CH2:36][N:37]1[CH2:41][CH2:40][O:39][C:38]1=[O:42]. Product: [Cl:1][C:2]1[CH:7]=[C:6]([C:8]2[CH:13]=[N:12][CH:11]=[C:10]([CH3:14])[N:9]=2)[CH:5]=[CH:4][C:3]=1[C:15]1[C:26](=[O:27])[N:25]([CH2:35][CH2:36][N:37]2[CH2:41][CH2:40][O:39][C:38]2=[O:42])[C:18]2[N:19]=[C:20]([S:23][CH3:24])[N:21]=[CH:22][C:17]=2[CH:16]=1. The catalyst class is: 18. (4) Reactant: [CH:1]1([CH2:4][O:5][C:6]2[CH:7]=[C:8]([CH2:15][C:16]([O:18][CH2:19][CH3:20])=[O:17])[CH:9]=[CH:10][C:11]=2[N+:12]([O-:14])=[O:13])[CH2:3][CH2:2]1.[H-].[Na+].Br[CH2:24][CH2:25][CH2:26]Br.[NH4+].[Cl-]. Product: [CH:1]1([CH2:4][O:5][C:6]2[CH:7]=[C:8]([C:15]3([C:16]([O:18][CH2:19][CH3:20])=[O:17])[CH2:26][CH2:25][CH2:24]3)[CH:9]=[CH:10][C:11]=2[N+:12]([O-:14])=[O:13])[CH2:2][CH2:3]1. The catalyst class is: 3. (5) Reactant: [O:1]1[CH2:6][C:5](=O)[CH2:4][C:3](=[O:8])[CH2:2]1.[I:9][C:10]1[CH:11]=[C:12]([CH:15]=[CH:16][C:17]=1[CH3:18])[CH:13]=O.[NH2:19]/[C:20](/[CH3:26])=[CH:21]\[C:22]([O:24][CH3:25])=[O:23]. Product: [I:9][C:10]1[CH:11]=[C:12]([CH:13]2[C:21]([C:22]([O:24][CH3:25])=[O:23])=[C:20]([CH3:26])[NH:19][C:5]3[CH2:6][O:1][CH2:2][C:3](=[O:8])[C:4]2=3)[CH:15]=[CH:16][C:17]=1[CH3:18]. The catalyst class is: 5. (6) Reactant: [Br:1][C:2]1[CH:7]=[CH:6][C:5]([C:8](=O)[CH2:9][C:10](=O)[CH3:11])=[C:4]([N+:14]([O-:16])=[O:15])[CH:3]=1.Cl.[CH:18]1([NH:23][NH2:24])[CH2:22][CH2:21][CH2:20][CH2:19]1. Product: [Br:1][C:2]1[CH:7]=[CH:6][C:5]([C:8]2[N:23]([CH:18]3[CH2:22][CH2:21][CH2:20][CH2:19]3)[N:24]=[C:10]([CH3:11])[CH:9]=2)=[C:4]([N+:14]([O-:16])=[O:15])[CH:3]=1. The catalyst class is: 15. (7) Reactant: C([O:3][C:4](=O)[CH2:5][C:6]1[C:10]2[CH:11]=[C:12]([CH2:15][N:16]([CH3:18])[CH3:17])[CH:13]=[CH:14][C:9]=2[O:8][C:7]=1[CH3:19])C.[NH3:21]. Product: [CH3:17][N:16]([CH2:15][C:12]1[CH:13]=[CH:14][C:9]2[O:8][C:7]([CH3:19])=[C:6]([CH2:5][C:4]([NH2:21])=[O:3])[C:10]=2[CH:11]=1)[CH3:18]. The catalyst class is: 5. (8) Reactant: [C:1]1([C:7]2[CH:8]=[C:9]([OH:13])[CH:10]=[CH:11][CH:12]=2)[CH:6]=[CH:5][CH:4]=[CH:3][CH:2]=1.C(=O)([O-])[O-].[K+].[K+].[CH2:20]([CH:22]1[O:24][CH2:23]1)Br. Product: [C:7]1([C:1]2[CH:2]=[CH:3][CH:4]=[CH:5][CH:6]=2)[CH:12]=[CH:11][CH:10]=[C:9]([O:13][CH2:20][CH:22]2[CH2:23][O:24]2)[CH:8]=1. The catalyst class is: 131.